Dataset: Forward reaction prediction with 1.9M reactions from USPTO patents (1976-2016). Task: Predict the product of the given reaction. (1) Given the reactants [H-].[Na+].[NH:3]1[CH2:7][CH2:6][CH2:5][C:4]1=[O:8].[Cl:9][C:10]1[C:15](Cl)=[N:14][CH:13]=[CH:12][N:11]=1, predict the reaction product. The product is: [Cl:9][C:10]1[C:15]([N:3]2[CH2:7][CH2:6][CH2:5][C:4]2=[O:8])=[N:14][CH:13]=[CH:12][N:11]=1. (2) Given the reactants [OH:1][C:2]1[CH:3]=[C:4]([CH2:8][NH:9][C:10](=[O:18])[C:11]2[CH:16]=[CH:15][CH:14]=[N:13][C:12]=2[NH2:17])[CH:5]=[CH:6][CH:7]=1.I[CH2:20][CH2:21][CH2:22][CH2:23][CH3:24].C(=O)([O-])[O-].[Cs+].[Cs+].CN(C=O)C, predict the reaction product. The product is: [CH2:20]([O:1][C:2]1[CH:3]=[C:4]([CH2:8][NH:9][C:10](=[O:18])[C:11]2[CH:16]=[CH:15][CH:14]=[N:13][C:12]=2[NH2:17])[CH:5]=[CH:6][CH:7]=1)[CH2:21][CH2:22][CH2:23][CH3:24]. (3) Given the reactants [NH2:1][C:2]1[CH:3]=[CH:4][C:5]([F:28])=[C:6]([C@:8]2([CH3:27])[CH2:13][C@@H:12]([C:14]([F:17])([F:16])[F:15])[O:11][C:10]([NH:18][C:19](=[O:26])[C:20]3[CH:25]=[CH:24][CH:23]=[CH:22][CH:21]=3)=[N:9]2)[CH:7]=1.C(N(CC)C(C)C)(C)C.[Cl:38][C:39]1[CH:40]=[C:41]([CH3:48])[C:42]([C:45](O)=[O:46])=[N:43][CH:44]=1.CCCP1(OP(CCC)(=O)OP(CCC)(=O)O1)=O.C([O-])(O)=O.[Na+], predict the reaction product. The product is: [C:19]([NH:18][C:10]1[O:11][C@H:12]([C:14]([F:17])([F:15])[F:16])[CH2:13][C@:8]([C:6]2[CH:7]=[C:2]([NH:1][C:45](=[O:46])[C:42]3[C:41]([CH3:48])=[CH:40][C:39]([Cl:38])=[CH:44][N:43]=3)[CH:3]=[CH:4][C:5]=2[F:28])([CH3:27])[N:9]=1)(=[O:26])[C:20]1[CH:21]=[CH:22][CH:23]=[CH:24][CH:25]=1. (4) Given the reactants [NH:1](C(OC(C)(C)C)=O)[C@H:2]([C:12]([NH:14][C@@H:15]([C:25]([OH:27])=[O:26])[CH2:16][O:17][CH2:18][C:19]1[CH:24]=[CH:23][CH:22]=[CH:21][CH:20]=1)=[O:13])[CH2:3][CH2:4][C:5](=[O:11])[O:6]C(C)(C)C, predict the reaction product. The product is: [NH2:1][C@H:2]([C:12]([NH:14][C@@H:15]([C:25]([OH:27])=[O:26])[CH2:16][O:17][CH2:18][C:19]1[CH:20]=[CH:21][CH:22]=[CH:23][CH:24]=1)=[O:13])[CH2:3][CH2:4][C:5](=[O:6])[OH:11]. (5) Given the reactants [CH:1]([C:4]1[CH:16]=[CH:15][CH:14]=[CH:13][C:5]=1[O:6][CH:7]1[CH2:12][CH2:11][CH2:10][CH2:9][O:8]1)([CH3:3])[CH3:2].[Li+].CCC[CH2-].CON(C)[C:25]([CH:27]1[CH2:30][CH2:29][CH2:28]1)=[O:26], predict the reaction product. The product is: [CH:27]1([C:25]([C:13]2[CH:14]=[CH:15][CH:16]=[C:4]([CH:1]([CH3:3])[CH3:2])[C:5]=2[O:6][CH:7]2[CH2:12][CH2:11][CH2:10][CH2:9][O:8]2)=[O:26])[CH2:30][CH2:29][CH2:28]1. (6) Given the reactants [Br:1][C:2]1[CH:3]=[C:4]([C:9](=O)/[CH:10]=[CH:11]/[C:12]2[CH:17]=[CH:16][CH:15]=[C:14]([Br:18])[CH:13]=2)[CH:5]=[C:6]([F:8])[CH:7]=1.O.[NH:21]1[C:25]([NH2:26])=[N:24][N:23]=[N:22]1, predict the reaction product. The product is: [Br:1][C:2]1[CH:3]=[C:4]([C:9]2[NH:26][C:25]3[N:21]([N:22]=[N:23][N:24]=3)[CH:11]([C:12]3[CH:17]=[CH:16][CH:15]=[C:14]([Br:18])[CH:13]=3)[CH:10]=2)[CH:5]=[C:6]([F:8])[CH:7]=1. (7) Given the reactants [NH2:1][CH2:2][C:3]1[CH:19]=[C:18]([CH2:20][C:21]([O:23][C:24]([CH3:27])([CH3:26])[CH3:25])=[O:22])[CH:17]=[CH:16][C:4]=1[O:5][C:6]1[CH:15]=[CH:14][C:9]([C:10]([O:12][CH3:13])=[O:11])=[CH:8][CH:7]=1.N1C=CC=CC=1.[CH3:34][S:35](Cl)(=[O:37])=[O:36], predict the reaction product. The product is: [C:24]([O:23][C:21](=[O:22])[CH2:20][C:18]1[CH:17]=[CH:16][C:4]([O:5][C:6]2[CH:7]=[CH:8][C:9]([C:10]([O:12][CH3:13])=[O:11])=[CH:14][CH:15]=2)=[C:3]([CH2:2][NH:1][S:35]([CH3:34])(=[O:37])=[O:36])[CH:19]=1)([CH3:27])([CH3:26])[CH3:25].